This data is from Forward reaction prediction with 1.9M reactions from USPTO patents (1976-2016). The task is: Predict the product of the given reaction. Given the reactants [CH3:1][C:2]1[NH:7][C:6]([CH3:8])=[C:5]([C:9]([O:11][C@@H:12]2[CH2:16][N:15]([CH2:17][C:18]3[CH:23]=[CH:22][CH:21]=[CH:20][CH:19]=3)[CH2:14][CH2:13]2)=[O:10])[C@@H:4]([C:24]2[CH:29]=[CH:28][CH:27]=[C:26]([N+:30]([O-:32])=[O:31])[CH:25]=2)[C:3]=1[C:33]([O:35][CH3:36])=[O:34].Cl, predict the reaction product. The product is: [CH3:1][C:2]1[NH:7][C:6]([CH3:8])=[C:5]([C:9]([O:11][C@@H:12]2[CH2:16][N:15]([CH2:17][C:18]3[CH:19]=[CH:20][CH:21]=[CH:22][CH:23]=3)[CH2:14][CH2:13]2)=[O:10])[C@@H:4]([C:24]2[CH:29]=[CH:28][CH:27]=[C:26]([N+:30]([O-:32])=[O:31])[CH:25]=2)[C:3]=1[C:33]([O:35][CH3:36])=[O:34].